Dataset: Full USPTO retrosynthesis dataset with 1.9M reactions from patents (1976-2016). Task: Predict the reactants needed to synthesize the given product. (1) Given the product [Cl:29][C:23]1[CH:24]=[CH:25][CH:26]=[C:27]([F:28])[C:22]=1[N:20]1[CH:19]=[C:18]2[C:13]([NH:3][C:4]3[N:5]=[CH:6][CH:7]=[C:8]([CH:9]=3)[C:10]#[N:11])=[N:14][CH:15]=[CH:16][C:17]2=[N:21]1, predict the reactants needed to synthesize it. The reactants are: [H-].[Na+].[NH2:3][C:4]1[CH:9]=[C:8]([C:10]#[N:11])[CH:7]=[CH:6][N:5]=1.Cl[C:13]1[C:18]2=[CH:19][N:20]([C:22]3[C:27]([F:28])=[CH:26][CH:25]=[CH:24][C:23]=3[Cl:29])[N:21]=[C:17]2[CH:16]=[CH:15][N:14]=1. (2) The reactants are: C[O:2][C:3]1[CH:8]=[C:7]([CH2:9][C:10]2[C:11](=[O:17])[NH:12][C:13](=[S:16])[NH:14][CH:15]=2)[CH:6]=[CH:5][N:4]=1.Cl. Given the product [O:2]=[C:3]1[CH:8]=[C:7]([CH2:9][C:10]2[C:11](=[O:17])[NH:12][C:13](=[S:16])[NH:14][CH:15]=2)[CH:6]=[CH:5][NH:4]1, predict the reactants needed to synthesize it. (3) Given the product [Cl:1][C:2]1[C:3]([NH:21][C@@H:22]2[CH2:27][CH2:26][CH2:25][CH2:24][C@H:23]2[NH:28][S:29]([CH3:32])(=[O:30])=[O:31])=[N:4][C:5]([NH:8][C:9]2[CH:10]=[CH:11][C:12]3[CH2:18][N:17]([CH2:38][CH2:37][O:36][C:33](=[O:35])[CH3:34])[CH2:16][CH2:15][N:14]([CH3:19])[C:13]=3[CH:20]=2)=[N:6][CH:7]=1, predict the reactants needed to synthesize it. The reactants are: [Cl:1][C:2]1[C:3]([NH:21][C@@H:22]2[CH2:27][CH2:26][CH2:25][CH2:24][C@H:23]2[NH:28][S:29]([CH3:32])(=[O:31])=[O:30])=[N:4][C:5]([NH:8][C:9]2[CH:10]=[CH:11][C:12]3[CH2:18][NH:17][CH2:16][CH2:15][N:14]([CH3:19])[C:13]=3[CH:20]=2)=[N:6][CH:7]=1.[C:33]([O:36][CH2:37][CH2:38]Br)(=[O:35])[CH3:34].C(N(CC)CC)C.CN(C=O)C. (4) Given the product [CH2:48]([O:49][C:23]([NH:20][C:11]1([CH3:17])[CH2:10][CH2:9][N:8]([C:6]([O:5][C:1]([CH3:2])([CH3:3])[CH3:4])=[O:7])[CH2:13][CH2:12]1)=[O:32])[C:42]1[CH:47]=[CH:46][CH:45]=[CH:44][CH:43]=1, predict the reactants needed to synthesize it. The reactants are: [C:1]([O:5][C:6]([N:8]1[CH2:13][CH2:12][C:11]([CH3:17])(C(O)=O)[CH2:10][CH2:9]1)=[O:7])([CH3:4])([CH3:3])[CH3:2].C([N:20]([CH2:23]C)CC)C.C1(P(N=[N+]=[N-])(C2C=CC=CC=2)=[O:32])C=CC=CC=1.[C:42]1([CH2:48][OH:49])[CH:47]=[CH:46][CH:45]=[CH:44][CH:43]=1. (5) Given the product [CH2:1]([O:8][C:9]1[CH:14]=[CH:13][N:12]([C:15]2[CH:16]=[CH:17][C:18]3[C:19]4[CH2:31][NH:30][CH2:29][CH2:28][C:20]=4[N:21]([CH2:24][O:25][CH2:26][CH3:27])[C:22]=3[CH:23]=2)[C:11](=[O:39])[CH:10]=1)[C:2]1[CH:3]=[CH:4][CH:5]=[CH:6][CH:7]=1, predict the reactants needed to synthesize it. The reactants are: [CH2:1]([O:8][C:9]1[CH:14]=[CH:13][N:12]([C:15]2[CH:16]=[CH:17][C:18]3[C:19]4[CH2:31][N:30](C(OC(C)(C)C)=O)[CH2:29][CH2:28][C:20]=4[N:21]([CH2:24][O:25][CH2:26][CH3:27])[C:22]=3[CH:23]=2)[C:11](=[O:39])[CH:10]=1)[C:2]1[CH:7]=[CH:6][CH:5]=[CH:4][CH:3]=1.Cl. (6) Given the product [CH2:16]([O:17][C:18](=[O:19])[C:20](=[O:21])[CH2:22][C:23](=[O:24])[CH2:25][C:10]([C:6]1[CH:5]=[C:4]([Cl:3])[CH:9]=[CH:8][N:7]=1)=[O:12])[CH3:15], predict the reactants needed to synthesize it. The reactants are: [H-].[Na+].[Cl:3][C:4]1[CH:9]=[CH:8][N:7]=[C:6]([C:10]([O:12]CC)=O)[CH:5]=1.[CH3:15][CH2:16][O:17][C:18]([C:20]([CH2:22][C:23]([CH3:25])=[O:24])=[O:21])=[O:19].[H][H].Cl. (7) Given the product [Cl:1][C:2]1[CH:7]=[CH:6][C:5]([C@:8]2([O:17][C@H:16]([CH2:18][OH:19])[C@@H:14]([OH:15])[C@H:12]([OH:13])[C@H:10]2[OH:11])[OH:9])=[CH:4][C:3]=1[CH2:20][C:21]1[CH:22]=[CH:23][C:24]([C:27]#[C:28][C:30]2[CH:31]=[CH:32][C:33](=[O:37])[N:34]([CH3:36])[CH:35]=2)=[CH:25][CH:26]=1, predict the reactants needed to synthesize it. The reactants are: [Cl:1][C:2]1[CH:7]=[CH:6][C:5]([C@:8]2([O:17][C@H:16]([CH2:18][OH:19])[C@@H:14]([OH:15])[C@H:12]([OH:13])[C@H:10]2[OH:11])[OH:9])=[CH:4][C:3]=1[CH2:20][C:21]1[CH:26]=[CH:25][C:24]([C:27]#[CH:28])=[CH:23][CH:22]=1.I[C:30]1[CH:31]=[CH:32][C:33](=[O:37])[N:34]([CH3:36])[CH:35]=1. (8) Given the product [OH:24][C:17]1[CH:18]=[C:19]([O:22][CH3:23])[CH:20]=[CH:21][C:16]=1[C@H:15]1[C@H:11]([CH2:10][CH2:9][OH:8])[CH2:12][N:13]([C:25]([O:27][C:28]([CH3:31])([CH3:30])[CH3:29])=[O:26])[CH2:14]1, predict the reactants needed to synthesize it. The reactants are: C([O:8][CH2:9][CH2:10][C@H:11]1[C@H:15]([C:16]2[CH:21]=[CH:20][C:19]([O:22][CH3:23])=[CH:18][C:17]=2[OH:24])[CH2:14][N:13]([C:25]([O:27][C:28]([CH3:31])([CH3:30])[CH3:29])=[O:26])[CH2:12]1)C1C=CC=CC=1. (9) Given the product [NH:8]1[CH2:2][CH2:3][CH2:4][CH:5]([CH2:9][OH:10])[CH2:6][CH2:7]1, predict the reactants needed to synthesize it. The reactants are: O=[C:2]1[NH:8][CH2:7][CH2:6][CH:5]([C:9]([O-])=[O:10])[CH2:4][CH2:3]1.[H-].[Al+3].[Li+].[H-].[H-].[H-].[OH-].[Na+].